From a dataset of Forward reaction prediction with 1.9M reactions from USPTO patents (1976-2016). Predict the product of the given reaction. (1) Given the reactants Cl.Cl.[O:3]1[C:8]2=[CH:9][CH:10]=[CH:11][C:7]2=[CH:6][C:5]([CH:12]2[CH2:17][CH2:16][CH2:15][CH2:14][N:13]2[CH2:18][CH2:19][C@H:20]2[CH2:25][CH2:24][C@H:23]([NH2:26])[CH2:22][CH2:21]2)=[CH:4]1.[F:27][C:28]([F:35])([F:34])[CH2:29][CH2:30][C:31](O)=[O:32], predict the reaction product. The product is: [O:3]1[C:8]2=[CH:9][CH:10]=[CH:11][C:7]2=[CH:6][C:5]([CH:12]2[CH2:17][CH2:16][CH2:15][CH2:14][N:13]2[CH2:18][CH2:19][C@H:20]2[CH2:21][CH2:22][C@H:23]([NH:26][C:31](=[O:32])[CH2:30][CH2:29][C:28]([F:35])([F:34])[F:27])[CH2:24][CH2:25]2)=[CH:4]1. (2) Given the reactants Cl[C:2]1[C:7]([N+:8]([O-:10])=[O:9])=[C:6]([CH3:11])[C:5]([N+:12]([O-:14])=[O:13])=[CH:4][N:3]=1.[NH2:15][C:16]1[CH:21]=[CH:20][C:19]([CH2:22][CH2:23][OH:24])=[CH:18][CH:17]=1, predict the reaction product. The product is: [CH3:11][C:6]1[C:5]([N+:12]([O-:14])=[O:13])=[CH:4][N:3]=[C:2]([NH:15][C:16]2[CH:21]=[CH:20][C:19]([CH2:22][CH2:23][OH:24])=[CH:18][CH:17]=2)[C:7]=1[N+:8]([O-:10])=[O:9]. (3) Given the reactants [ClH:1].Cl.[NH2:3][C:4]1[CH:23]=[CH:22][C:7]2[CH:8]=[C:9]([C:11]([NH:13][C@@H:14]3[CH:19]4[CH2:20][CH2:21][N:16]([CH2:17][CH2:18]4)[CH2:15]3)=[O:12])[S:10][C:6]=2[CH:5]=1.C(N(CC)CC)C.[CH3:31][O:32][C:33]1[CH:34]=[C:35]([N:39]=[C:40]=[O:41])[CH:36]=[CH:37][CH:38]=1, predict the reaction product. The product is: [ClH:1].[N:16]12[CH2:21][CH2:20][CH:19]([CH2:18][CH2:17]1)[C@@H:14]([NH:13][C:11]([C:9]1[S:10][C:6]3[CH:5]=[C:4]([NH:3][C:40]([NH:39][C:35]4[CH:36]=[CH:37][CH:38]=[C:33]([O:32][CH3:31])[CH:34]=4)=[O:41])[CH:23]=[CH:22][C:7]=3[CH:8]=1)=[O:12])[CH2:15]2. (4) Given the reactants [C:1](/[CH:3]=[CH:4]/[S:5]([C:8]1[CH:13]=[CH:12][C:11]([C:14]([CH3:19])([CH3:18])[C:15]([OH:17])=O)=[CH:10][CH:9]=1)(=[O:7])=[O:6])#[N:2].[C:20]1([CH2:26][CH2:27][NH2:28])[CH:25]=[CH:24][CH:23]=[CH:22][CH:21]=1.Cl.CN(C)CCCN=C=NCC.ON1C2C=CC=CC=2N=N1, predict the reaction product. The product is: [C:1](/[CH:3]=[CH:4]/[S:5]([C:8]1[CH:9]=[CH:10][C:11]([C:14]([CH3:19])([CH3:18])[C:15]([NH:28][CH2:27][CH2:26][C:20]2[CH:25]=[CH:24][CH:23]=[CH:22][CH:21]=2)=[O:17])=[CH:12][CH:13]=1)(=[O:6])=[O:7])#[N:2]. (5) Given the reactants [CH3:1][C:2]1[N:6]([CH2:7][CH:8]=[CH:9][CH2:10][CH2:11][O:12]C2CCCCO2)[C:5](=[O:19])[O:4][N:3]=1.C1(C)C=CC(S(O)(=O)=O)=CC=1.C(=O)(O)[O-].[Na+], predict the reaction product. The product is: [OH:12][CH2:11][CH2:10][CH:9]=[CH:8][CH2:7][N:6]1[C:5](=[O:19])[O:4][N:3]=[C:2]1[CH3:1].